This data is from Full USPTO retrosynthesis dataset with 1.9M reactions from patents (1976-2016). The task is: Predict the reactants needed to synthesize the given product. (1) Given the product [ClH:8].[ClH:35].[Cl:35][C:31]1[CH:33]=[CH:15][C:13]([CH2:14][C:36]2([NH2:16])[CH2:40][CH2:6][NH:3][CH2:38][CH2:37]2)=[CH:12][CH:34]=1, predict the reactants needed to synthesize it. The reactants are: C([N:3]([CH2:6]C)CC)C.[Cl:8]C(O[CH2:12][CH:13]([CH3:15])[CH3:14])=O.[N-:16]=[N+]=[N-].[Na+].C(OC(O[C:31]([CH3:34])([CH3:33])C)=O)(OC(C)(C)C)=O.[ClH:35].[CH2:36]1[CH2:40]O[CH2:38][CH2:37]1. (2) Given the product [C-:68]([S:69]([C:72]([F:75])([F:73])[F:74])(=[O:71])=[O:70])([S:83]([C:86]([F:87])([F:88])[F:89])(=[O:84])=[O:85])[S:76]([C:79]([F:82])([F:81])[F:80])(=[O:77])=[O:78].[CH2:12]([N:16]1[C:24]2[CH:23]=[CH:22][C:21]3[CH:25]=[CH:26][CH:27]=[CH:28][C:20]=3[C:19]=2[C:18]([CH3:29])([CH3:30])[C:17]1=[CH:31][CH:32]=[C:33]1[CH2:37][CH2:36][C:35]([CH:38]=[CH:39][C:40]2[C:48]([CH3:49])([CH3:50])[C:47]3[C:46]4[CH:51]=[CH:52][CH:53]=[CH:54][C:45]=4[CH:44]=[CH:43][C:42]=3[NH+:41]=2)=[C:34]1[S:59]([C:62]1[CH:63]=[CH:64][CH:65]=[CH:66][CH:67]=1)(=[O:61])=[O:60])[CH2:13][CH2:14][CH3:15], predict the reactants needed to synthesize it. The reactants are: C1(C)C=CC(S([O-])(=O)=O)=CC=1.[CH2:12]([N+:16]1[C:24]2[CH:23]=[CH:22][C:21]3[CH:25]=[CH:26][CH:27]=[CH:28][C:20]=3[C:19]=2[C:18]([CH3:30])([CH3:29])[C:17]=1[CH:31]=[CH:32][C:33]1[CH2:37][CH2:36][C:35](=[CH:38][CH:39]=[C:40]2[C:48]([CH3:50])([CH3:49])[C:47]3[C:46]4[CH:51]=[CH:52][CH:53]=[CH:54][C:45]=4[CH:44]=[CH:43][C:42]=3[N:41]2CCCC)[C:34]=1[S:59]([C:62]1[CH:67]=[CH:66][CH:65]=[CH:64][CH:63]=1)(=[O:61])=[O:60])[CH2:13][CH2:14][CH3:15].[C-:68]([S:83]([C:86]([F:89])([F:88])[F:87])(=[O:85])=[O:84])([S:76]([C:79]([F:82])([F:81])[F:80])(=[O:78])=[O:77])[S:69]([C:72]([F:75])([F:74])[F:73])(=[O:71])=[O:70].[OH-].[Na+]. (3) The reactants are: [CH3:1][O:2][C:3]1[N:4]=[C:5]2[C:10](=[CH:11][CH:12]=1)[N:9]=[CH:8][C:7]([N+:13]([O-:15])=[O:14])=[C:6]2O.P(Br)(Br)[Br:18]. Given the product [Br:18][C:6]1[C:7]([N+:13]([O-:15])=[O:14])=[CH:8][N:9]=[C:10]2[C:5]=1[N:4]=[C:3]([O:2][CH3:1])[CH:12]=[CH:11]2, predict the reactants needed to synthesize it. (4) The reactants are: Cl.[CH:2]1([NH:8][C:9]2[C:14]([CH3:15])=[C:13]([CH3:16])[N:12]=[C:11](NCC3C=CC=CN=3)[N:10]=2)[CH2:7][CH2:6][CH2:5][CH2:4][CH2:3]1.[CH3:25][O:26][C:27]1[CH:34]=[CH:33][C:30]([CH2:31][NH2:32])=[CH:29][CH:28]=1. Given the product [CH:2]1([NH:8][C:9]2[C:14]([CH3:15])=[C:13]([CH3:16])[N:12]=[C:11]([NH:32][CH2:31][C:30]3[CH:33]=[CH:34][C:27]([O:26][CH3:25])=[CH:28][CH:29]=3)[N:10]=2)[CH2:3][CH2:4][CH2:5][CH2:6][CH2:7]1, predict the reactants needed to synthesize it. (5) The reactants are: C(OC([N:8]1[CH2:12][CH2:11][C:10]([C:15]2[CH:20]=[CH:19][C:18]([F:21])=[C:17]([F:22])[CH:16]=2)([O:13][CH3:14])[CH2:9]1)=O)(C)(C)C.FC(F)(F)C(O)=O. Given the product [F:22][C:17]1[CH:16]=[C:15]([C:10]2([O:13][CH3:14])[CH2:11][CH2:12][NH:8][CH2:9]2)[CH:20]=[CH:19][C:18]=1[F:21], predict the reactants needed to synthesize it. (6) Given the product [CH3:1][C:2]1[CH:3]=[C:4]([C:33]2[CH:42]=[CH:41][CH:40]=[C:35]([C:36]([OH:38])=[O:37])[CH:34]=2)[CH:5]=[CH:6][C:7]=1[O:8][C@@H:9]1[C@:14]([O:16][C:17](=[O:19])[CH3:18])([CH3:15])[C@@H:13]([O:20][C:21](=[O:23])[CH3:22])[C@H:12]([O:24][C:25](=[O:27])[CH3:26])[C@@H:11]([CH2:28][O:29][C:30](=[O:32])[CH3:31])[O:10]1, predict the reactants needed to synthesize it. The reactants are: [CH3:1][C:2]1[CH:3]=[C:4]([C:33]2[CH:34]=[C:35]([CH:40]=[CH:41][CH:42]=2)[C:36]([O:38]C)=[O:37])[CH:5]=[CH:6][C:7]=1[O:8][C@@H:9]1[C@:14]([O:16][C:17](=[O:19])[CH3:18])([CH3:15])[C@@H:13]([O:20][C:21](=[O:23])[CH3:22])[C@H:12]([O:24][C:25](=[O:27])[CH3:26])[C@@H:11]([CH2:28][O:29][C:30](=[O:32])[CH3:31])[O:10]1.[OH-].[Na+].CC(OC(C)=O)=O.